From a dataset of CYP2C9 inhibition data for predicting drug metabolism from PubChem BioAssay. Regression/Classification. Given a drug SMILES string, predict its absorption, distribution, metabolism, or excretion properties. Task type varies by dataset: regression for continuous measurements (e.g., permeability, clearance, half-life) or binary classification for categorical outcomes (e.g., BBB penetration, CYP inhibition). Dataset: cyp2c9_veith. (1) The drug is C[C@@H]1CC[C@H]2[C@H](C)[C@H]3[C@H](C[C@H]4[C@@H]5CC=C6C[C@@H](O)CC[C@@]6(C)[C@@H]5C[C@@H](O)[C@@]43C)N2C1. The result is 0 (non-inhibitor). (2) The compound is O=C(NCCCn1ccnc1)c1ccc(Br)c(S(=O)(=O)N2CCOCC2)c1. The result is 1 (inhibitor). (3) The drug is CC(NC(=O)CCSc1nc(-c2ccc3c(c2)OCO3)cc(C(F)(F)F)n1)c1ccccc1. The result is 1 (inhibitor). (4) The compound is O=C1CCCCC(=O)c2ccccc2N1. The result is 0 (non-inhibitor). (5) The drug is CO[C@@H]1COC(=O)C/C=C\[C@@H](C)[C@@H]2C=C[C@H](O)[C@@H](COC(=O)CCC[C@H]1C)O2. The result is 0 (non-inhibitor). (6) The molecule is O=C(COC(=O)c1cccnc1Nc1cccc(C(F)(F)F)c1)NCc1ccc2c(c1)OCO2. The result is 1 (inhibitor).